Dataset: Forward reaction prediction with 1.9M reactions from USPTO patents (1976-2016). Task: Predict the product of the given reaction. (1) Given the reactants [CH3:1][O:2][C:3]1[CH:4]=[C:5](B(O)O)[CH:6]=[CH:7][CH:8]=1.C(=O)([O-])[O-].[Na+].[Na+].Br[C:19]1[CH:20]=[N:21][CH:22]=[CH:23][CH:24]=1, predict the reaction product. The product is: [CH3:1][O:2][C:3]1[CH:4]=[C:5]([C:19]2[CH:20]=[N:21][CH:22]=[CH:23][CH:24]=2)[CH:6]=[CH:7][CH:8]=1. (2) Given the reactants [S:1]([N:10]1[CH2:14][CH2:13][O:12]C1=O)([N:4]1[CH2:8][CH2:7][O:6]C1=O)(=[O:3])=[O:2].C(=O)=O, predict the reaction product. The product is: [OH:12][CH2:13][CH2:14][NH:10][S:1]([NH:4][CH2:8][CH2:7][OH:6])(=[O:3])=[O:2]. (3) Given the reactants [OH:1][CH2:2][C:3]([CH3:17])([CH3:16])[C:4]([NH:6][CH2:7][C:8]1[CH:13]=[CH:12][C:11]([O:14][CH3:15])=[CH:10][CH:9]=1)=[O:5].[N+:18]([C:21]1[CH:28]=[CH:27][CH:26]=[C:25]([N+]([O-])=O)[C:22]=1[C:23]#[N:24])([O-:20])=[O:19], predict the reaction product. The product is: [C:23]([C:22]1[C:21]([N+:18]([O-:20])=[O:19])=[CH:28][CH:27]=[CH:26][C:25]=1[O:1][CH2:2][C:3]([CH3:17])([CH3:16])[C:4]([NH:6][CH2:7][C:8]1[CH:9]=[CH:10][C:11]([O:14][CH3:15])=[CH:12][CH:13]=1)=[O:5])#[N:24]. (4) Given the reactants [C:51]12([C:45]3[CH:44]=[C:43](B4OB([C:43]5[CH:48]=[CH:47][C:46]([O:49][CH3:50])=[C:45]([C:51]67[CH2:52][CH:53]8[CH2:59][CH:57]([CH2:56][CH:55]([CH2:54]8)[CH2:60]6)[CH2:58]7)[CH:44]=5)OB([C:43]5[CH:48]=[CH:47][C:46]([O:49][CH3:50])=[C:45]([C:51]67[CH2:60][CH:55]8[CH2:56][CH:57]([CH2:59][CH:53]([CH2:54]8)[CH2:52]6)[CH2:58]7)[CH:44]=5)O4)[CH:48]=[CH:47][C:46]=3[O:49][CH3:50])[CH2:52][CH:53]3[CH2:59][CH:57]([CH2:56][CH:55]([CH2:54]3)[CH2:60]1)[CH2:58]2.[Br:61][C:62]1[CH:71]=[CH:70][C:69]2[C:64](=[CH:65][CH:66]=[C:67](Br)[CH:68]=2)[CH:63]=1.[O-]P([O-])([O-])=O.[K+].[K+].[K+].C1COCC1, predict the reaction product. The product is: [C:51]12([C:45]3[CH:44]=[C:43]([C:67]4[CH:68]=[C:69]5[C:64](=[CH:65][CH:66]=4)[CH:63]=[C:62]([Br:61])[CH:71]=[CH:70]5)[CH:48]=[CH:47][C:46]=3[O:49][CH3:50])[CH2:52][CH:53]3[CH2:54][CH:55]([CH2:56][CH:57]([CH2:59]3)[CH2:58]1)[CH2:60]2. (5) Given the reactants C[Si](C#C)(C)C.C([N:9]([CH2:12][CH3:13])[CH2:10][CH3:11])C.I[C:15]1[C:23]2[C:18](=[N:19][CH:20]=[CH:21][CH:22]=2)[N:17]([C:24]([O:26][C:27]([CH3:30])([CH3:29])[CH3:28])=[O:25])[CH:16]=1.[Cl:31][C:32]1[CH:37]=[CH:36]C(CCl)=[CH:34][CH:33]=1.[N-:40]=[N+:41]=[N-].[Cs+], predict the reaction product. The product is: [Cl:31][C:32]1[CH:37]=[CH:36][C:13]([CH2:12][N:9]2[CH:10]=[C:11]([C:15]3[C:23]4[C:18](=[N:19][CH:20]=[CH:21][CH:22]=4)[N:17]([C:24]([O:26][C:27]([CH3:30])([CH3:29])[CH3:28])=[O:25])[CH:16]=3)[N:41]=[N:40]2)=[CH:34][CH:33]=1. (6) Given the reactants [CH3:1][O:2][C:3](=[O:11])[CH2:4][CH2:5][CH2:6][C:7]#[C:8][CH2:9]O.C1(P(C2C=CC=CC=2)C2C=CC=CC=2)C=CC=CC=1.N1C=CN=C1.II.C([I:41])C#C, predict the reaction product. The product is: [CH3:1][O:2][C:3](=[O:11])[CH2:4][CH2:5][CH2:6][C:7]#[C:8][CH2:9][I:41]. (7) Given the reactants C([O:3][C:4](=[O:31])[CH2:5][S:6][C:7]1[N:8]([C:24]2[CH:29]=[CH:28][C:27]([F:30])=[CH:26][CH:25]=2)[C:9](=[O:23])[C:10]2[C:15]([C:16]3[CH:21]=[CH:20][C:19]([F:22])=[CH:18][CH:17]=3)=[CH:14][S:13][C:11]=2[N:12]=1)C.[CH3:32][NH:33][NH2:34], predict the reaction product. The product is: [CH3:32][N:33]([C:4](=[O:3])[CH2:5][S:6][C:7]1[N:8]([C:24]2[CH:25]=[CH:26][C:27]([F:30])=[CH:28][CH:29]=2)[C:9](=[O:23])[C:10]2[C:15]([C:16]3[CH:21]=[CH:20][C:19]([F:22])=[CH:18][CH:17]=3)=[CH:14][S:13][C:11]=2[N:12]=1)[NH2:34].[CH3:32][NH:33][NH:34][C:4](=[O:31])[CH2:5][S:6][C:7]1[N:8]([C:24]2[CH:29]=[CH:28][C:27]([F:30])=[CH:26][CH:25]=2)[C:9](=[O:23])[C:10]2[C:15]([C:16]3[CH:21]=[CH:20][C:19]([F:22])=[CH:18][CH:17]=3)=[CH:14][S:13][C:11]=2[N:12]=1.